From a dataset of Full USPTO retrosynthesis dataset with 1.9M reactions from patents (1976-2016). Predict the reactants needed to synthesize the given product. Given the product [NH2:1][C:2]1[S:3][C:4]([Br:9])=[C:5]([C:7]#[N:8])[N:6]=1, predict the reactants needed to synthesize it. The reactants are: [NH2:1][C:2]1[S:3][CH:4]=[C:5]([C:7]#[N:8])[N:6]=1.[Br:9]Br.